Dataset: Peptide-MHC class II binding affinity with 134,281 pairs from IEDB. Task: Regression. Given a peptide amino acid sequence and an MHC pseudo amino acid sequence, predict their binding affinity value. This is MHC class II binding data. (1) The binding affinity (normalized) is 0.474. The peptide sequence is TPTSLLISWGHYPLH. The MHC is DRB1_0404 with pseudo-sequence DRB1_0404. (2) The peptide sequence is PVTGCGERTEGRCLHYTV. The MHC is DRB1_1101 with pseudo-sequence DRB1_1101. The binding affinity (normalized) is 0. (3) The MHC is DRB1_0101 with pseudo-sequence DRB1_0101. The binding affinity (normalized) is 0.594. The peptide sequence is EKKYFAATQFEPLKA. (4) The peptide sequence is GELDIVDKIDAAFKI. The MHC is DRB1_1201 with pseudo-sequence DRB1_1201. The binding affinity (normalized) is 0.700.